Dataset: Forward reaction prediction with 1.9M reactions from USPTO patents (1976-2016). Task: Predict the product of the given reaction. (1) Given the reactants C(O)(=O)C.[NH2:5][C:6]1[C:11]([N+:12]([O-])=O)=[C:10]([CH3:15])[CH:9]=[CH:8][N:7]=1.[H][H], predict the reaction product. The product is: [NH2:5][C:6]1[C:11]([NH2:12])=[C:10]([CH3:15])[CH:9]=[CH:8][N:7]=1. (2) Given the reactants [CH2:1]([O:3][C:4]([C:6]1[CH:7]=[C:8]2[C:13](=[CH:14][CH:15]=1)[N:12]([C:16]([O:18][C:19]([CH3:22])([CH3:21])[CH3:20])=[O:17])[CH2:11][CH2:10][NH:9]2)=[O:5])[CH3:2].C(N(CC)C(C)C)(C)C.[Cl:32][C:33]1[CH:34]=[CH:35][C:36]([O:43][CH3:44])=[C:37]([S:39](Cl)(=[O:41])=[O:40])[CH:38]=1, predict the reaction product. The product is: [CH2:1]([O:3][C:4]([C:6]1[CH:7]=[C:8]2[C:13](=[CH:14][CH:15]=1)[N:12]([C:16]([O:18][C:19]([CH3:21])([CH3:20])[CH3:22])=[O:17])[CH2:11][CH2:10][N:9]2[S:39]([C:37]1[CH:38]=[C:33]([Cl:32])[CH:34]=[CH:35][C:36]=1[O:43][CH3:44])(=[O:40])=[O:41])=[O:5])[CH3:2].